Predict the product of the given reaction. From a dataset of Forward reaction prediction with 1.9M reactions from USPTO patents (1976-2016). (1) Given the reactants [NH2:1][C:2]1[C:7]([NH2:8])=[C:6]([C:9]2[CH:14]=[CH:13][C:12]([CH2:15][NH:16][C:17](=[O:23])OC(C)(C)C)=[C:11]([F:24])[CH:10]=2)[CH:5]=[CH:4][N:3]=1.[CH3:25][O:26][C:27]1[CH:28]=[C:29]([CH:32]=[CH:33][CH:34]=1)[CH:30]=O.[C:35]([C:39]1[O:43][N:42]=[C:41](C([O-])=O)[N:40]=1)([CH3:38])([CH3:37])[CH3:36], predict the reaction product. The product is: [C:35]([C:39]1[O:43][N:42]=[C:41]([C:17]([NH:16][CH2:15][C:12]2[CH:13]=[CH:14][C:9]([C:6]3[CH:5]=[CH:4][N:3]=[C:2]4[NH:1][C:30]([C:29]5[CH:32]=[CH:33][CH:34]=[C:27]([O:26][CH3:25])[CH:28]=5)=[N:8][C:7]=34)=[CH:10][C:11]=2[F:24])=[O:23])[N:40]=1)([CH3:38])([CH3:37])[CH3:36]. (2) Given the reactants [NH2:1][CH:2]1[CH2:7][CH2:6][N:5]([C:8]2[CH:13]=[CH:12][C:11]([N:14]3[CH2:18][C@H:17]([CH2:19][O:20][C:21]4[CH:25]=[CH:24][O:23][N:22]=4)[O:16][C:15]3=[O:26])=[CH:10][C:9]=2[F:27])[CH2:4][CH2:3]1.Cl[C:29]([O:31][CH3:32])=[O:30], predict the reaction product. The product is: [CH3:32][O:31][C:29]([NH:1][CH:2]1[CH2:7][CH2:6][N:5]([C:8]2[CH:13]=[CH:12][C:11]([N:14]3[CH2:18][C@H:17]([CH2:19][O:20][C:21]4[CH:25]=[CH:24][O:23][N:22]=4)[O:16][C:15]3=[O:26])=[CH:10][C:9]=2[F:27])[CH2:4][CH2:3]1)=[O:30]. (3) Given the reactants [Cl:1][C:2]1[C:10]([CH3:11])=[C:6]([C:7]([OH:9])=O)[C:5]([OH:12])=[C:4]([C:13]([CH3:16])([CH3:15])[CH3:14])[CH:3]=1.[F:17][C:18]([F:28])([F:27])[C:19]1[CH:20]=[C:21]([CH:23]=[CH:24][C:25]=1[Cl:26])[NH2:22], predict the reaction product. The product is: [C:13]([C:4]1[C:5]([OH:12])=[C:6]([C:10]([CH3:11])=[C:2]([Cl:1])[CH:3]=1)[C:7]([NH:22][C:21]1[CH:23]=[CH:24][C:25]([Cl:26])=[C:19]([C:18]([F:28])([F:17])[F:27])[CH:20]=1)=[O:9])([CH3:16])([CH3:15])[CH3:14].